From a dataset of Peptide-MHC class II binding affinity with 134,281 pairs from IEDB. Regression. Given a peptide amino acid sequence and an MHC pseudo amino acid sequence, predict their binding affinity value. This is MHC class II binding data. (1) The peptide sequence is KPNDFMPTFAKAMEK. The MHC is HLA-DPA10201-DPB11401 with pseudo-sequence HLA-DPA10201-DPB11401. The binding affinity (normalized) is 0.259. (2) The peptide sequence is GRLLRGYNQFAYDG. The MHC is DRB1_0404 with pseudo-sequence DRB1_0404. The binding affinity (normalized) is 0.911. (3) The peptide sequence is NLADAVSKAPQLVPK. The MHC is DRB5_0101 with pseudo-sequence DRB5_0101. The binding affinity (normalized) is 0.200. (4) The peptide sequence is FDNLIGVRQYITAQDRPR. The MHC is DRB1_0101 with pseudo-sequence DRB1_0101. The binding affinity (normalized) is 0.168. (5) The peptide sequence is EFPHSNGEIEDVQTD. The MHC is DRB3_0301 with pseudo-sequence DRB3_0301. The binding affinity (normalized) is 0.336. (6) The peptide sequence is QEPFKNLKTGKYAKM. The MHC is DRB4_0101 with pseudo-sequence DRB4_0103. The binding affinity (normalized) is 0.262. (7) The peptide sequence is AAATAGTTVYQAFAA. The MHC is HLA-DPA10103-DPB10601 with pseudo-sequence HLA-DPA10103-DPB10601. The binding affinity (normalized) is 0.108. (8) The peptide sequence is YAHAAHAAHAAHAAHAA. The MHC is HLA-DPA10201-DPB10101 with pseudo-sequence HLA-DPA10201-DPB10101. The binding affinity (normalized) is 0.373. (9) The peptide sequence is VFGGITYTDVLRYVILV. The MHC is DRB1_0401 with pseudo-sequence DRB1_0401. The binding affinity (normalized) is 0.179. (10) The peptide sequence is PEVIPMFSALSEGATA. The MHC is DRB1_0101 with pseudo-sequence DRB1_0101. The binding affinity (normalized) is 0.787.